This data is from Catalyst prediction with 721,799 reactions and 888 catalyst types from USPTO. The task is: Predict which catalyst facilitates the given reaction. (1) Reactant: [CH3:1][O:2][C:3]1[CH:4]=[CH:5][C:6]2[NH:11]C(=O)[O:9][C:8](=O)[C:7]=2[CH:14]=1.[OH-].[NH4+:16]. Product: [NH2:11][C:6]1[CH:5]=[CH:4][C:3]([O:2][CH3:1])=[CH:14][C:7]=1[C:8]([NH2:16])=[O:9]. The catalyst class is: 13. (2) Reactant: [CH3:1][O:2][C:3]1[CH:4]=[C:5]2[C:10](=[C:11]3[CH2:15][C:14]([CH3:17])([CH3:16])[O:13][C:12]=13)[C:9]([C:18]1[CH:19]=[C:20]([NH2:24])[CH:21]=[CH:22][CH:23]=1)=[N:8][C:7]([CH3:26])([CH3:25])[CH2:6]2.[C:27]([NH:30][C:31]1[CH:32]=[C:33]([CH:37]=[CH:38][CH:39]=1)[C:34](O)=[O:35])(=[O:29])[CH3:28].O.ON1C2C=CC=CC=2N=N1.Cl.C(N=C=NCCCN(C)C)C. Product: [C:27]([NH:30][C:31]1[CH:32]=[C:33]([CH:37]=[CH:38][CH:39]=1)[C:34]([NH:24][C:20]1[CH:21]=[CH:22][CH:23]=[C:18]([C:9]2[C:10]3[C:5](=[CH:4][C:3]([O:2][CH3:1])=[C:12]4[O:13][C:14]([CH3:17])([CH3:16])[CH2:15][C:11]4=3)[CH2:6][C:7]([CH3:26])([CH3:25])[N:8]=2)[CH:19]=1)=[O:35])(=[O:29])[CH3:28]. The catalyst class is: 35. (3) Reactant: [CH3:1][O:2][C:3]1[CH:8]=[CH:7][CH:6]=[CH:5][C:4]=1[CH:9]=[CH:10][C:11](=[O:22])[CH:12]=[CH:13][C:14]1[CH:19]=[CH:18][CH:17]=[CH:16][C:15]=1[O:20][CH3:21].[CH3:23][NH2:24].O. Product: [CH3:21][O:20][C:15]1[CH:16]=[CH:17][CH:18]=[CH:19][C:14]=1[CH:13]1[CH2:12][C:11](=[O:22])[CH2:10][CH:9]([C:4]2[CH:5]=[CH:6][CH:7]=[CH:8][C:3]=2[O:2][CH3:1])[N:24]1[CH3:23]. The catalyst class is: 9. (4) Reactant: [F:1][CH:2]([F:39])[C:3]1[N:7]([C:8]2[CH:13]=[C:12]([N:14]3[CH2:19][CH2:18][O:17][CH2:16][C@@H:15]3[CH3:20])[N:11]=[C:10]([NH:21][CH2:22][C@H:23]3[CH2:28][CH2:27][C@H:26]([NH:29][CH2:30][C:31]([CH3:34])([OH:33])[CH3:32])[CH2:25][CH2:24]3)[N:9]=2)[C:6]2[CH:35]=[CH:36][CH:37]=[CH:38][C:5]=2[N:4]=1.[CH2:40](N(CC)CC)C.N1(CO)C2C=CC=CC=2N=N1.[BH4-].[Li+]. Product: [F:39][CH:2]([F:1])[C:3]1[N:7]([C:8]2[CH:13]=[C:12]([N:14]3[CH2:19][CH2:18][O:17][CH2:16][C@@H:15]3[CH3:20])[N:11]=[C:10]([NH:21][CH2:22][C@H:23]3[CH2:24][CH2:25][C@H:26]([N:29]4[CH2:30][C:31]([CH3:34])([CH3:32])[O:33][CH2:40]4)[CH2:27][CH2:28]3)[N:9]=2)[C:6]2[CH:35]=[CH:36][CH:37]=[CH:38][C:5]=2[N:4]=1. The catalyst class is: 40. (5) Reactant: [CH2:1]([O:5][CH2:6][CH2:7][O:8][C:9]1[CH:14]=[CH:13][C:12]([C:15]2[CH:16]=[CH:17][C:18]3[N:24]([CH2:25][CH:26]([CH3:28])[CH3:27])[CH2:23][CH2:22][C:21]([C:29]([NH:31][C:32]4[CH:37]=[CH:36][C:35]([CH2:38][S:39][C:40]5[N:45]=[CH:44][CH:43]=[CH:42][N:41]=5)=[CH:34][CH:33]=4)=[O:30])=[CH:20][C:19]=3[CH:46]=2)=[CH:11][CH:10]=1)[CH2:2][CH2:3][CH3:4].ClC1C=CC=C(C(OO)=[O:55])C=1.S([O-])([O-])(=O)=S.[Na+].[Na+]. Product: [CH2:1]([O:5][CH2:6][CH2:7][O:8][C:9]1[CH:10]=[CH:11][C:12]([C:15]2[CH:16]=[CH:17][C:18]3[N:24]([CH2:25][CH:26]([CH3:27])[CH3:28])[CH2:23][CH2:22][C:21]([C:29]([NH:31][C:32]4[CH:33]=[CH:34][C:35]([CH2:38][S:39]([C:40]5[N:45]=[CH:44][CH:43]=[CH:42][N:41]=5)=[O:55])=[CH:36][CH:37]=4)=[O:30])=[CH:20][C:19]=3[CH:46]=2)=[CH:13][CH:14]=1)[CH2:2][CH2:3][CH3:4]. The catalyst class is: 2. (6) Reactant: C(NC(C)C)(C)C.C([Li])CCC.[CH3:13][S:14][C:15]1[N:20]=[C:19]([CH3:21])[CH:18]=[CH:17][N:16]=1.[N:22]1[CH:27]=[CH:26][CH:25]=[CH:24][C:23]=1[CH2:28][O:29][C:30]1[CH:31]=[C:32]([CH:39]=[CH:40][CH:41]=1)[C:33](N(OC)C)=[O:34]. Product: [N:22]1[CH:27]=[CH:26][CH:25]=[CH:24][C:23]=1[CH2:28][O:29][C:30]1[CH:31]=[C:32]([C:33](=[O:34])[CH2:21][C:19]2[CH:18]=[CH:17][N:16]=[C:15]([S:14][CH3:13])[N:20]=2)[CH:39]=[CH:40][CH:41]=1. The catalyst class is: 355. (7) Reactant: Cl.[Cl:2][CH2:3][CH2:4][NH:5][CH2:6][CH2:7][Cl:8].[OH-].[Na+].[CH3:11][C:12]([O:15][C:16](O[C:16]([O:15][C:12]([CH3:14])([CH3:13])[CH3:11])=[O:17])=[O:17])([CH3:14])[CH3:13]. Product: [C:12]([O:15][C:16](=[O:17])[N:5]([CH2:6][CH2:7][Cl:8])[CH2:4][CH2:3][Cl:2])([CH3:14])([CH3:13])[CH3:11]. The catalyst class is: 4.